Dataset: Catalyst prediction with 721,799 reactions and 888 catalyst types from USPTO. Task: Predict which catalyst facilitates the given reaction. Reactant: C[Si](C)(C)[C:3]1[S:7][C:6]([S:8]([NH2:11])(=[O:10])=[O:9])=[CH:5][C:4]=1[S:12][CH3:13].[F-].C([N+](CCCC)(CCCC)CCCC)CCC. Product: [CH3:13][S:12][C:4]1[CH:5]=[C:6]([S:8]([NH2:11])(=[O:10])=[O:9])[S:7][CH:3]=1. The catalyst class is: 1.